From a dataset of Forward reaction prediction with 1.9M reactions from USPTO patents (1976-2016). Predict the product of the given reaction. Given the reactants [Br:1][C:2]1[CH:3]=[C:4](B(O)O)[CH:5]=[CH:6][CH:7]=1.Cl[C:12]1[C:21]2[C:16](=[CH:17][CH:18]=[CH:19][CH:20]=2)[CH:15]=[CH:14][N:13]=1.C(=O)([O-])[O-].[Na+].[Na+], predict the reaction product. The product is: [Br:1][C:2]1[CH:3]=[C:4]([C:12]2[C:21]3[C:16](=[CH:17][CH:18]=[CH:19][CH:20]=3)[CH:15]=[CH:14][N:13]=2)[CH:5]=[CH:6][CH:7]=1.